Task: Predict which catalyst facilitates the given reaction.. Dataset: Catalyst prediction with 721,799 reactions and 888 catalyst types from USPTO (1) Reactant: [Cl:1][C:2]1[N:7]=[C:6](Cl)[CH:5]=[CH:4][N:3]=1.[C:9](#[N:17])[C:10]1[C:11](=[CH:13][CH:14]=[CH:15][CH:16]=1)[NH2:12].Cl. Product: [Cl:1][C:2]1[N:7]=[C:6]([NH:12][C:11]2[CH:13]=[CH:14][CH:15]=[CH:16][C:10]=2[C:9]#[N:17])[CH:5]=[CH:4][N:3]=1. The catalyst class is: 6. (2) Reactant: O=C[C@@H]([C@H]([C@@H]([C@@H](CO)O)O)O)O.Cl.[CH3:14][NH:15][CH:16]([CH3:25])[C:17]([C:19]1[CH:24]=[CH:23][CH:22]=[CH:21][CH:20]=1)=[O:18]. Product: [CH3:25][C@H:16]([NH:15][CH3:14])[C@@H:17]([OH:18])[C:19]1[CH:20]=[CH:21][CH:22]=[CH:23][CH:24]=1. The catalyst class is: 6. (3) Reactant: [NH:1]1[CH2:6][CH2:5][O:4][CH2:3][CH2:2]1.[H-].[Na+].[C:9]1([C:29]2[CH:34]=[CH:33][CH:32]=[CH:31][CH:30]=2)[CH:14]=[CH:13][C:12]([C:15]2[N:19]([C:20]3[CH:25]=[CH:24][CH:23]=[CH:22][C:21]=3[F:26])[C:18]([CH2:27]Cl)=[N:17][N:16]=2)=[CH:11][CH:10]=1. Product: [C:9]1([C:29]2[CH:30]=[CH:31][CH:32]=[CH:33][CH:34]=2)[CH:14]=[CH:13][C:12]([C:15]2[N:19]([C:20]3[CH:25]=[CH:24][CH:23]=[CH:22][C:21]=3[F:26])[C:18]([CH2:27][N:1]3[CH2:6][CH2:5][O:4][CH2:3][CH2:2]3)=[N:17][N:16]=2)=[CH:11][CH:10]=1. The catalyst class is: 9. (4) Reactant: [OH:1][CH2:2][CH2:3][CH2:4][CH2:5][CH2:6][O:7][C:8]1[CH:17]=[CH:16][C:11]([C:12]([O:14][CH3:15])=[O:13])=[CH:10][CH:9]=1.C(N(CC)CC)C.[CH3:25][S:26](Cl)(=[O:28])=[O:27]. Product: [CH3:25][S:26]([O:1][CH2:2][CH2:3][CH2:4][CH2:5][CH2:6][O:7][C:8]1[CH:9]=[CH:10][C:11]([C:12]([O:14][CH3:15])=[O:13])=[CH:16][CH:17]=1)(=[O:28])=[O:27]. The catalyst class is: 13. (5) Reactant: [C:1]([O:5][C:6]([N:8]1[CH2:20][C@@H:19]([CH3:21])[N:18]2[C@H:10]([CH2:11][C:12]3[C:17]2=[N:16][C:15]([CH:22]=[CH:23][C:24](OCC)=[O:25])=[CH:14][CH:13]=3)[CH2:9]1)=[O:7])([CH3:4])([CH3:3])[CH3:2].[H-].[Al+3].[Li+].[H-].[H-].[H-].C(C(C(C([O-])=O)O)O)([O-])=O.[Na+].[K+].C(OCC)(=O)C. Product: [C:1]([O:5][C:6]([N:8]1[CH2:20][C@@H:19]([CH3:21])[N:18]2[C@H:10]([CH2:11][C:12]3[C:17]2=[N:16][C:15]([CH2:22][CH2:23][CH2:24][OH:25])=[CH:14][CH:13]=3)[CH2:9]1)=[O:7])([CH3:2])([CH3:4])[CH3:3]. The catalyst class is: 27. (6) Reactant: Cl[CH2:2][C:3]1[CH:21]=[CH:20][C:6]([O:7][CH2:8][C:9]2[N:10]=[C:11]([C:15]3[O:16][CH:17]=[CH:18][CH:19]=3)[O:12][C:13]=2[CH3:14])=[C:5]([O:22][CH3:23])[CH:4]=1.[OH:24][C:25]1[CH:29]=[C:28]([CH2:30][CH2:31][P:32](=[O:39])([O:36][CH2:37][CH3:38])[O:33][CH2:34][CH3:35])[N:27]([C:40]2[CH:45]=[CH:44][CH:43]=[CH:42][CH:41]=2)[N:26]=1.CN(C)C=O.[H-].[Na+]. Product: [O:16]1[CH:17]=[CH:18][CH:19]=[C:15]1[C:11]1[O:12][C:13]([CH3:14])=[C:9]([CH2:8][O:7][C:6]2[CH:20]=[CH:21][C:3]([CH2:2][O:24][C:25]3[CH:29]=[C:28]([CH2:30][CH2:31][P:32](=[O:39])([O:33][CH2:34][CH3:35])[O:36][CH2:37][CH3:38])[N:27]([C:40]4[CH:45]=[CH:44][CH:43]=[CH:42][CH:41]=4)[N:26]=3)=[CH:4][C:5]=2[O:22][CH3:23])[N:10]=1. The catalyst class is: 6.